Dataset: Reaction yield outcomes from USPTO patents with 853,638 reactions. Task: Predict the reaction yield, written as a fraction of the theoretical maximum amount of product (1.0 means a 100% yield; for example, 0.34 means a 34% yield). The reactants are [CH:1]1[C:13]2[NH:12][C:11]3[C:6](=[CH:7][CH:8]=[CH:9][CH:10]=3)[C:5]=2[CH:4]=[CH:3][CH:2]=1.[Br:14][C:15]1[CH:20]=[CH:19][CH:18]=[C:17](Br)[CH:16]=1.C([O-])([O-])=O.[K+].[K+]. The catalyst is [Cu].CN(C)C=O. The product is [Br:14][C:15]1[CH:16]=[C:17]([N:12]2[C:11]3[CH:10]=[CH:9][CH:8]=[CH:7][C:6]=3[C:5]3[C:13]2=[CH:1][CH:2]=[CH:3][CH:4]=3)[CH:18]=[CH:19][CH:20]=1. The yield is 0.710.